From a dataset of NCI-60 drug combinations with 297,098 pairs across 59 cell lines. Regression. Given two drug SMILES strings and cell line genomic features, predict the synergy score measuring deviation from expected non-interaction effect. (1) Drug 1: C1=NC2=C(N=C(N=C2N1C3C(C(C(O3)CO)O)O)F)N. Drug 2: C1=CN(C=N1)CC(O)(P(=O)(O)O)P(=O)(O)O. Cell line: RPMI-8226. Synergy scores: CSS=0.393, Synergy_ZIP=0.574, Synergy_Bliss=-3.16, Synergy_Loewe=0.241, Synergy_HSA=-1.66. (2) Drug 1: CCN(CC)CCCC(C)NC1=C2C=C(C=CC2=NC3=C1C=CC(=C3)Cl)OC. Drug 2: N.N.Cl[Pt+2]Cl. Cell line: SF-295. Synergy scores: CSS=32.2, Synergy_ZIP=1.45, Synergy_Bliss=4.65, Synergy_Loewe=-11.4, Synergy_HSA=4.47. (3) Drug 1: C1CCC(C1)C(CC#N)N2C=C(C=N2)C3=C4C=CNC4=NC=N3. Drug 2: CC=C1C(=O)NC(C(=O)OC2CC(=O)NC(C(=O)NC(CSSCCC=C2)C(=O)N1)C(C)C)C(C)C. Cell line: CAKI-1. Synergy scores: CSS=28.5, Synergy_ZIP=-6.39, Synergy_Bliss=-8.02, Synergy_Loewe=-32.4, Synergy_HSA=-6.63. (4) Drug 1: CC1=C2C(C(=O)C3(C(CC4C(C3C(C(C2(C)C)(CC1OC(=O)C(C(C5=CC=CC=C5)NC(=O)OC(C)(C)C)O)O)OC(=O)C6=CC=CC=C6)(CO4)OC(=O)C)O)C)O. Drug 2: CC1=C(C(=CC=C1)Cl)NC(=O)C2=CN=C(S2)NC3=CC(=NC(=N3)C)N4CCN(CC4)CCO. Cell line: UACC62. Synergy scores: CSS=10.1, Synergy_ZIP=-1.18, Synergy_Bliss=2.19, Synergy_Loewe=3.93, Synergy_HSA=4.11. (5) Synergy scores: CSS=-7.03, Synergy_ZIP=0.731, Synergy_Bliss=-5.95, Synergy_Loewe=-9.06, Synergy_HSA=-8.47. Cell line: SW-620. Drug 1: CC1=CC2C(CCC3(C2CCC3(C(=O)C)OC(=O)C)C)C4(C1=CC(=O)CC4)C. Drug 2: COC1=NC(=NC2=C1N=CN2C3C(C(C(O3)CO)O)O)N. (6) Drug 1: CC1CCC2CC(C(=CC=CC=CC(CC(C(=O)C(C(C(=CC(C(=O)CC(OC(=O)C3CCCCN3C(=O)C(=O)C1(O2)O)C(C)CC4CCC(C(C4)OC)OCCO)C)C)O)OC)C)C)C)OC. Drug 2: C1=CC=C(C(=C1)C(C2=CC=C(C=C2)Cl)C(Cl)Cl)Cl. Cell line: MCF7. Synergy scores: CSS=8.21, Synergy_ZIP=5.48, Synergy_Bliss=7.56, Synergy_Loewe=10.3, Synergy_HSA=7.06.